This data is from Full USPTO retrosynthesis dataset with 1.9M reactions from patents (1976-2016). The task is: Predict the reactants needed to synthesize the given product. Given the product [CH2:1]([N:8]1[C:13](=[O:14])[C:12]2[C:24]([OH:26])=[C:18]([CH3:17])[C:19](=[O:21])[N:15]([CH3:16])[C:11]=2[N:10]=[CH:9]1)[C:2]1[CH:3]=[CH:4][CH:5]=[CH:6][CH:7]=1, predict the reactants needed to synthesize it. The reactants are: [CH2:1]([N:8]1[C:13](=[O:14])[CH:12]=[C:11]([NH:15][CH3:16])[N:10]=[CH:9]1)[C:2]1[CH:7]=[CH:6][CH:5]=[CH:4][CH:3]=1.[CH3:17][CH:18]([C:24]([O:26]CC)=O)[C:19]([O:21]CC)=O.C1(OC2C=CC=CC=2)C=CC=CC=1.